From a dataset of Full USPTO retrosynthesis dataset with 1.9M reactions from patents (1976-2016). Predict the reactants needed to synthesize the given product. (1) Given the product [Cl:23][C:15]1[CH:16]=[C:17]([Cl:22])[CH:18]=[C:19]([O:20][CH3:21])[C:14]=1[C:4]1[C:5]2[CH:13]=[CH:12][CH:11]=[CH:10][C:6]=2[NH:7][C:8](=[O:9])[CH:2]([NH:1][C:32](=[O:33])[C:31]2[CH:35]=[C:36]([F:39])[CH:37]=[N:38][C:30]=2[O:29][CH2:28][CH2:27][O:26][CH2:24][CH3:25])[N:3]=1, predict the reactants needed to synthesize it. The reactants are: [NH2:1][CH:2]1[C:8](=[O:9])[NH:7][C:6]2[CH:10]=[CH:11][CH:12]=[CH:13][C:5]=2[C:4]([C:14]2[C:19]([O:20][CH3:21])=[CH:18][C:17]([Cl:22])=[CH:16][C:15]=2[Cl:23])=[N:3]1.[CH2:24]([O:26][CH2:27][CH2:28][O:29][C:30]1[N:38]=[CH:37][C:36]([F:39])=[CH:35][C:31]=1[C:32](O)=[O:33])[CH3:25]. (2) The reactants are: C[Si]([N-][Si](C)(C)C)(C)C.[Na+].[CH2:11]([C@@H:18]1[CH2:22][O:21][C:20](=[O:23])[N:19]1[C:24](=[O:31])[CH2:25][CH2:26][C:27]([F:30])([F:29])[F:28])[C:12]1[CH:17]=[CH:16][CH:15]=[CH:14][CH:13]=1.I[CH3:33]. Given the product [CH2:11]([C@@H:18]1[CH2:22][O:21][C:20](=[O:23])[N:19]1[C:24](=[O:31])[C@H:25]([CH3:33])[CH2:26][C:27]([F:28])([F:29])[F:30])[C:12]1[CH:17]=[CH:16][CH:15]=[CH:14][CH:13]=1, predict the reactants needed to synthesize it. (3) The reactants are: [Cl:1][C:2]1[CH:3]=[CH:4][CH:5]=[C:6]2[C:10]=1[N:9](C(OC(C)(C)C)=O)[CH:8]=[C:7]2[C:18]1[N:27]=[CH:26][C:25]2[NH:24][CH2:23][CH:22]3[CH2:28][O:29][CH2:30][CH2:31][N:21]3[C:20]=2[N:19]=1.C(Cl)Cl.[C:35]([OH:41])([C:37]([F:40])([F:39])[F:38])=[O:36]. Given the product [C:35]([OH:41])([C:37]([F:40])([F:39])[F:38])=[O:36].[Cl:1][C:2]1[CH:3]=[CH:4][CH:5]=[C:6]2[C:10]=1[NH:9][CH:8]=[C:7]2[C:18]1[N:27]=[CH:26][C:25]2[NH:24][CH2:23][CH:22]3[CH2:28][O:29][CH2:30][CH2:31][N:21]3[C:20]=2[N:19]=1, predict the reactants needed to synthesize it. (4) Given the product [Br:5][C:6]1[CH:11]=[CH:10][C:9]([O:12][CH2:2][C:3]#[N:4])=[C:8]([CH2:13][CH3:14])[CH:7]=1, predict the reactants needed to synthesize it. The reactants are: Br[CH2:2][C:3]#[N:4].[Br:5][C:6]1[CH:11]=[CH:10][C:9]([OH:12])=[C:8]([CH2:13][CH3:14])[CH:7]=1.C(=O)([O-])[O-].[K+].[K+]. (5) Given the product [CH:1]([O:4][C:5]1[N:10]=[CH:9][C:8]([B:17]([OH:22])[OH:18])=[CH:7][N:6]=1)([CH3:3])[CH3:2], predict the reactants needed to synthesize it. The reactants are: [CH:1]([O:4][C:5]1[N:10]=[CH:9][C:8](Br)=[CH:7][N:6]=1)([CH3:3])[CH3:2].C([Li])CCC.[B:17](OC(C)C)([O:22]C(C)C)[O:18]C(C)C. (6) The reactants are: [CH3:1][C:2](=[N:9][C:10]1[CH:15]=[CH:14][CH:13]=[CH:12][CH:11]=1)[CH2:3][CH2:4][CH:5]=[C:6]([CH3:8])[CH3:7].[H][H].O(C(C)C)[K].CCCCCC. Given the product [CH3:1][CH:2]([NH:9][C:10]1[CH:11]=[CH:12][CH:13]=[CH:14][CH:15]=1)[CH2:3][CH2:4][CH:5]=[C:6]([CH3:8])[CH3:7], predict the reactants needed to synthesize it. (7) Given the product [NH2:8][C:6]1[C:5]([OH:9])=[CH:4][N:3]=[C:2]([Cl:1])[N:7]=1, predict the reactants needed to synthesize it. The reactants are: [Cl:1][C:2]1[N:7]=[C:6]([NH2:8])[C:5]([O:9]C)=[CH:4][N:3]=1.B(Br)(Br)Br.CO. (8) Given the product [CH:23]1([NH:26][C:27]([C:29]2[S:42][C:32]3=[N:33][C:34]([O:1][CH2:2][CH2:3][NH:4][C:5]([C:6]4[CH:7]=[CH:8][N:9]=[CH:10][CH:11]=4)=[O:12])=[C:35]([Cl:38])[C:36]([CH3:37])=[C:31]3[C:30]=2[NH2:43])=[O:28])[CH2:25][CH2:24]1, predict the reactants needed to synthesize it. The reactants are: [OH:1][CH2:2][CH2:3][NH:4][C:5](=[O:12])[C:6]1[CH:11]=[CH:10][N:9]=[CH:8][CH:7]=1.C[Si]([N-][Si](C)(C)C)(C)C.[Li+].[CH:23]1([NH:26][C:27]([C:29]2[S:42][C:32]3=[N:33][C:34](S(C)=O)=[C:35]([Cl:38])[C:36]([CH3:37])=[C:31]3[C:30]=2[NH2:43])=[O:28])[CH2:25][CH2:24]1.